Dataset: Forward reaction prediction with 1.9M reactions from USPTO patents (1976-2016). Task: Predict the product of the given reaction. (1) The product is: [O:6]([CH2:17][C:18]([NH2:20])=[O:19])[C:7]1[CH:8]=[CH:9][CH:10]=[CH:11][CH:12]=1. Given the reactants CN(C=O)C.[OH:6][C:7]1[CH:12]=[CH:11][C:10](C(=O)C)=[CH:9][CH:8]=1.Br[CH2:17][C:18]([NH:20]C1C=CC(Br)=CC=1)=[O:19].C(=O)([O-])[O-].[K+].[K+], predict the reaction product. (2) The product is: [Cl:1][C:2]1[CH:3]=[CH:4][CH:5]=[C:6]2[C:11]=1[N:10]=[CH:9][C:8]([CH:12]([NH2:14])[CH3:13])=[C:7]2[C:21]1[CH:26]=[CH:25][CH:24]=[CH:23][N:22]=1. Given the reactants [Cl:1][C:2]1[CH:3]=[CH:4][CH:5]=[C:6]2[C:11]=1[N:10]=[CH:9][C:8]([CH:12]([NH:14]S(C(C)(C)C)=O)[CH3:13])=[C:7]2[C:21]1[CH:26]=[CH:25][CH:24]=[CH:23][N:22]=1.Cl.[OH-].[Na+].C([O-])(O)=O.[Na+], predict the reaction product. (3) Given the reactants [Br:1][C:2]1[CH:7]=[C:6]([F:8])[CH:5]=[CH:4][C:3]=1[CH:9]1[C:14]([C:15]([O:17][CH2:18][CH3:19])=[O:16])=[C:13]([CH2:20]Br)[NH:12][C:11]([C:22]2[S:26][N:25]=[CH:24][N:23]=2)=[N:10]1.Cl.[NH:28]1[CH2:33][CH2:32][O:31][CH2:30][CH:29]1[CH2:34][C:35]([OH:37])=[O:36], predict the reaction product. The product is: [Br:1][C:2]1[CH:7]=[C:6]([F:8])[CH:5]=[CH:4][C:3]=1[CH:9]1[N:10]=[C:11]([C:22]2[S:26][N:25]=[CH:24][N:23]=2)[NH:12][C:13]([CH2:20][N:28]2[CH2:33][CH2:32][O:31][CH2:30][CH:29]2[CH2:34][C:35]([OH:37])=[O:36])=[C:14]1[C:15]([O:17][CH2:18][CH3:19])=[O:16].